Dataset: Forward reaction prediction with 1.9M reactions from USPTO patents (1976-2016). Task: Predict the product of the given reaction. (1) Given the reactants [CH3:1][O:2][C:3]([C:5]1[N:6]=[CH:7][C:8]([N:11]2[CH2:16][CH2:15][N:14]([C:17]3[N:18]=[N:19][C:20]([C:25](=[O:32])[C:26]4[CH:31]=[CH:30][CH:29]=[CH:28][CH:27]=4)=[C:21]([CH3:24])[C:22]=3[CH3:23])[CH2:13][C@H:12]2[CH3:33])=[N:9][CH:10]=1)=[O:4].[BH4-].[Na+], predict the reaction product. The product is: [CH3:1][O:2][C:3]([C:5]1[N:6]=[CH:7][C:8]([N:11]2[CH2:16][CH2:15][N:14]([C:17]3[N:18]=[N:19][C:20]([CH:25]([OH:32])[C:26]4[CH:27]=[CH:28][CH:29]=[CH:30][CH:31]=4)=[C:21]([CH3:24])[C:22]=3[CH3:23])[CH2:13][C@H:12]2[CH3:33])=[N:9][CH:10]=1)=[O:4]. (2) Given the reactants [CH2:1]([C:3]1[NH:4][CH:5]=[CH:6][N:7]=1)C.[CH2:8]([O:10][CH2:11]CCl)[CH3:9].C(N(CC)CC)C, predict the reaction product. The product is: [CH3:11][O:10][CH2:8][CH2:9][N:7]1[CH:6]=[CH:5][N:4]=[C:3]1[CH3:1].